This data is from NCI-60 drug combinations with 297,098 pairs across 59 cell lines. The task is: Regression. Given two drug SMILES strings and cell line genomic features, predict the synergy score measuring deviation from expected non-interaction effect. Drug 1: CC12CCC(CC1=CCC3C2CCC4(C3CC=C4C5=CN=CC=C5)C)O. Drug 2: CN(CC1=CN=C2C(=N1)C(=NC(=N2)N)N)C3=CC=C(C=C3)C(=O)NC(CCC(=O)O)C(=O)O. Cell line: A549. Synergy scores: CSS=41.3, Synergy_ZIP=4.13, Synergy_Bliss=0.108, Synergy_Loewe=-11.8, Synergy_HSA=-0.119.